From a dataset of Peptide-MHC class II binding affinity with 134,281 pairs from IEDB. Regression. Given a peptide amino acid sequence and an MHC pseudo amino acid sequence, predict their binding affinity value. This is MHC class II binding data. The peptide sequence is GLGSLTTLLRALGAQ. The MHC is DRB1_0802 with pseudo-sequence DRB1_0802. The binding affinity (normalized) is 0.625.